Dataset: Ames mutagenicity test results for genotoxicity prediction. Task: Regression/Classification. Given a drug SMILES string, predict its toxicity properties. Task type varies by dataset: regression for continuous values (e.g., LD50, hERG inhibition percentage) or binary classification for toxic/non-toxic outcomes (e.g., AMES mutagenicity, cardiotoxicity, hepatotoxicity). Dataset: ames. (1) The drug is C1CCC(C(C[C@H]2CCCCN2)C2CCCCC2)CC1. The result is 0 (non-mutagenic). (2) The compound is NNc1nnc(NN)c2ccccc12. The result is 1 (mutagenic). (3) The drug is O=[N+]([O-])c1ccc2c3c1ccc1cccc(c13)C(O)C2O. The result is 1 (mutagenic). (4) The drug is CCCC. The result is 0 (non-mutagenic).